This data is from Forward reaction prediction with 1.9M reactions from USPTO patents (1976-2016). The task is: Predict the product of the given reaction. Given the reactants [N+:1]([C:4]1[CH:24]=[CH:23][CH:22]=[CH:21][C:5]=1[CH2:6][NH:7][CH:8]1[CH2:13][CH2:12][N:11]([C:14]([O:16][C:17]([CH3:20])([CH3:19])[CH3:18])=[O:15])[CH2:10][CH2:9]1)([O-])=O.C1N=CN([C:30](N2C=NC=C2)=[O:31])C=1.C(Cl)Cl.CCOC(C)=O, predict the reaction product. The product is: [O:31]=[C:30]1[N:7]([CH:8]2[CH2:13][CH2:12][N:11]([C:14]([O:16][C:17]([CH3:20])([CH3:19])[CH3:18])=[O:15])[CH2:10][CH2:9]2)[CH2:6][C:5]2[C:4](=[CH:24][CH:23]=[CH:22][CH:21]=2)[NH:1]1.